From a dataset of Full USPTO retrosynthesis dataset with 1.9M reactions from patents (1976-2016). Predict the reactants needed to synthesize the given product. (1) Given the product [C:1]1([C:11]([C:13]2[CH:41]=[CH:40][C:16]3[N:17]([CH2:21][CH2:22][O:23][C:24]4[CH:39]=[CH:38][C:27]([CH2:28][CH:29]([C:34]([O:36][CH3:37])=[O:35])[C:30]([O:32][CH3:33])=[O:31])=[CH:26][CH:25]=4)[C:18](=[O:20])[S:19][C:15]=3[CH:14]=2)=[O:12])[C:10]2[C:5](=[CH:6][CH:7]=[CH:8][CH:9]=2)[CH:4]=[CH:3][CH:2]=1, predict the reactants needed to synthesize it. The reactants are: [C:1]1([C:11]([C:13]2[CH:41]=[CH:40][C:16]3[N:17]([CH2:21][CH2:22][O:23][C:24]4[CH:39]=[CH:38][C:27]([CH:28]=[C:29]([C:34]([O:36][CH3:37])=[O:35])[C:30]([O:32][CH3:33])=[O:31])=[CH:26][CH:25]=4)[C:18](=[O:20])[S:19][C:15]=3[CH:14]=2)=[O:12])[C:10]2[C:5](=[CH:6][CH:7]=[CH:8][CH:9]=2)[CH:4]=[CH:3][CH:2]=1.C(OC(C)C)(C)C. (2) Given the product [Cl:1][C:2]1[CH:10]=[CH:9][C:8]2[N:7]([CH2:19][CH2:20][C:21]3[CH:26]=[CH:25][C:24]([O:27][CH3:28])=[CH:23][CH:22]=3)[C:6]3[CH2:11][CH2:12][N:13]([CH3:15])[CH2:14][C:5]=3[C:4]=2[CH:3]=1, predict the reactants needed to synthesize it. The reactants are: [Cl:1][C:2]1[CH:10]=[CH:9][C:8]2[NH:7][C:6]3[CH2:11][CH2:12][N:13]([CH3:15])[CH2:14][C:5]=3[C:4]=2[CH:3]=1.[OH-].[K+].Br[CH2:19][CH2:20][C:21]1[CH:26]=[CH:25][C:24]([O:27][CH3:28])=[CH:23][CH:22]=1. (3) Given the product [NH2:16][C:2]1[N:7]=[C:6]([NH:8][CH2:9][C:10]#[CH:11])[N:5]=[C:4]([N:12]([CH3:15])[O:13][CH3:14])[N:3]=1, predict the reactants needed to synthesize it. The reactants are: Cl[C:2]1[N:7]=[C:6]([NH:8][CH2:9][C:10]#[CH:11])[N:5]=[C:4]([N:12]([CH3:15])[O:13][CH3:14])[N:3]=1.[NH4+:16].[OH-].